This data is from Full USPTO retrosynthesis dataset with 1.9M reactions from patents (1976-2016). The task is: Predict the reactants needed to synthesize the given product. (1) Given the product [C:1]1([CH3:11])[CH:2]=[CH:3][C:4]([S:7]([OH:10])(=[O:8])=[O:9])=[CH:5][CH:6]=1.[CH:12]1([NH:15][C:16](=[O:41])[C:17]2[CH:22]=[CH:21][C:20]([CH3:23])=[C:19]([N:24]3[C:33](=[O:34])[C:32]4[C:27](=[CH:28][CH:29]=[C:30]([S:35][CH2:36][CH2:37][N:38]([CH3:40])[CH3:39])[CH:31]=4)[N:26]=[CH:25]3)[CH:18]=2)[CH2:14][CH2:13]1, predict the reactants needed to synthesize it. The reactants are: [C:1]1([CH3:11])[CH:6]=[CH:5][C:4]([S:7]([OH:10])(=[O:9])=[O:8])=[CH:3][CH:2]=1.[CH:12]1([NH:15][C:16](=[O:41])[C:17]2[CH:22]=[CH:21][C:20]([CH3:23])=[C:19]([N:24]3[C:33](=[O:34])[C:32]4[C:27](=[CH:28][CH:29]=[C:30]([S:35][CH2:36][CH2:37][N:38]([CH3:40])[CH3:39])[CH:31]=4)[N:26]=[CH:25]3)[CH:18]=2)[CH2:14][CH2:13]1. (2) Given the product [CH2:1]([NH:3][C:4]([NH:6][C:7]1[S:8][C:9]2[C:15]([C:16]3[N:20]=[C:19]([CH3:21])[O:18][N:17]=3)=[CH:14][C:13]([C:22]3[CH:27]=[N:26][C:25]([N:28]4[CH2:29][CH2:30][C:31]([CH3:39])([C:34]([OH:36])=[O:35])[CH2:32][CH2:33]4)=[N:24][CH:23]=3)=[CH:12][C:10]=2[N:11]=1)=[O:5])[CH3:2], predict the reactants needed to synthesize it. The reactants are: [CH2:1]([NH:3][C:4]([NH:6][C:7]1[S:8][C:9]2[C:15]([C:16]3[N:20]=[C:19]([CH3:21])[O:18][N:17]=3)=[CH:14][C:13]([C:22]3[CH:23]=[N:24][C:25]([N:28]4[CH2:33][CH2:32][C:31]([CH3:39])([C:34]([O:36]CC)=[O:35])[CH2:30][CH2:29]4)=[N:26][CH:27]=3)=[CH:12][C:10]=2[N:11]=1)=[O:5])[CH3:2].[OH-].[Na+].Cl.